This data is from Forward reaction prediction with 1.9M reactions from USPTO patents (1976-2016). The task is: Predict the product of the given reaction. (1) Given the reactants [O:1]1[CH2:6][CH2:5][CH:4]([S:7](Cl)(=[O:9])=[O:8])[CH2:3][CH2:2]1.[NH2:11][C:12]1[C:21]([C:22]([NH:24][C:25]2[CH:26]=[N:27][CH:28]=[C:29]([F:37])[C:30]=2[N:31]2[CH2:36][CH2:35][NH:34][CH2:33][CH2:32]2)=[O:23])=[C:15]2[N:16]=[CH:17][C:18]([F:20])=[CH:19][N:14]2[N:13]=1.CCN(CC)CC, predict the reaction product. The product is: [NH2:11][C:12]1[C:21]([C:22]([NH:24][C:25]2[CH:26]=[N:27][CH:28]=[C:29]([F:37])[C:30]=2[N:31]2[CH2:36][CH2:35][N:34]([S:7]([CH:4]3[CH2:5][CH2:6][O:1][CH2:2][CH2:3]3)(=[O:9])=[O:8])[CH2:33][CH2:32]2)=[O:23])=[C:15]2[N:16]=[CH:17][C:18]([F:20])=[CH:19][N:14]2[N:13]=1. (2) Given the reactants [CH3:1][C:2]1[C:6]([O:7][CH2:8][C:9]2[CH:14]=[CH:13][C:12]([S:15]([N:18]([CH2:44][CH:45]([CH3:47])[CH3:46])[C:19]3[CH:24]=[CH:23][C:22]([CH:25]([CH2:35][O:36][Si](C)(C)C(C)(C)C)[CH2:26][O:27][Si](C)(C)C(C)(C)C)=[CH:21][CH:20]=3)(=[O:17])=[O:16])=[CH:11][CH:10]=2)=[C:5]([CH3:48])[O:4][N:3]=1.CCCC[N+](CCCC)(CCCC)CCCC.[F-], predict the reaction product. The product is: [OH:27][CH2:26][CH:25]([C:22]1[CH:21]=[CH:20][C:19]([N:18]([CH2:44][CH:45]([CH3:47])[CH3:46])[S:15]([C:12]2[CH:13]=[CH:14][C:9]([CH2:8][O:7][C:6]3[C:2]([CH3:1])=[N:3][O:4][C:5]=3[CH3:48])=[CH:10][CH:11]=2)(=[O:17])=[O:16])=[CH:24][CH:23]=1)[CH2:35][OH:36]. (3) Given the reactants [Cl:1][C:2]1[CH:7]=[CH:6][C:5]([CH:8]([NH:19][C:20]2[CH:25]=[C:24]([CH3:26])[C:23](=[O:27])[N:22]([CH3:28])[CH:21]=2)[C:9]2[C:10]([C:16](O)=[O:17])=[N:11][N:12]([CH3:15])[C:13]=2[CH3:14])=[CH:4][CH:3]=1, predict the reaction product. The product is: [Cl:1][C:2]1[CH:7]=[CH:6][C:5]([CH:8]2[C:9]3[C:10](=[N:11][N:12]([CH3:15])[C:13]=3[CH3:14])[C:16](=[O:17])[N:19]2[C:20]2[CH:25]=[C:24]([CH3:26])[C:23](=[O:27])[N:22]([CH3:28])[CH:21]=2)=[CH:4][CH:3]=1. (4) Given the reactants [Cl:1][C:2]1[C:7]2[N:8]=[C:9]([CH2:12][O:13][CH2:14][CH3:15])[N:10]([NH2:11])[C:6]=2[C:5]([CH3:16])=[C:4]([CH3:17])[N:3]=1.[O:18]1[CH2:23][CH2:22][C:21](=O)[CH2:20][CH2:19]1.C(O)(=O)C, predict the reaction product. The product is: [Cl:1][C:2]1[C:7]2[N:8]=[C:9]([CH2:12][O:13][CH2:14][CH3:15])[N:10]([N:11]=[C:21]3[CH2:22][CH2:23][O:18][CH2:19][CH2:20]3)[C:6]=2[C:5]([CH3:16])=[C:4]([CH3:17])[N:3]=1. (5) Given the reactants [F:1][C:2]1[CH:7]=[CH:6][C:5]([F:8])=[CH:4][C:3]=1[NH:9][NH:10][CH2:11][CH2:12][C:13]#[N:14], predict the reaction product. The product is: [F:1][C:2]1[CH:7]=[CH:6][C:5]([F:8])=[CH:4][C:3]=1/[N:9]=[N:10]/[CH2:11][CH2:12][C:13]#[N:14].